Dataset: Full USPTO retrosynthesis dataset with 1.9M reactions from patents (1976-2016). Task: Predict the reactants needed to synthesize the given product. (1) Given the product [CH3:18][O:17][C:14]1[CH:15]=[C:16]2[C:11](/[C:9](=[N:25]/[NH:24][C:22](=[O:23])[CH2:21][C:20]([CH3:27])([CH3:26])[CH3:19])/[C:7](=[O:8])[N:6]2[CH2:1][CH2:2][CH2:3][CH2:4][CH3:5])=[CH:12][CH:13]=1, predict the reactants needed to synthesize it. The reactants are: [CH2:1]([N:6]1[C:16]2[C:11](=[CH:12][CH:13]=[C:14]([O:17][CH3:18])[CH:15]=2)[C:9](=O)[C:7]1=[O:8])[CH2:2][CH2:3][CH2:4][CH3:5].[CH3:19][C:20]([CH3:27])([CH3:26])[CH2:21][C:22]([NH:24][NH2:25])=[O:23]. (2) Given the product [Cl:13][C:14]1[N:15]=[N:16][C:17]([N:1]2[CH2:4][CH:3]([NH:5][C:6](=[O:12])[O:7][C:8]([CH3:9])([CH3:11])[CH3:10])[CH2:2]2)=[CH:18][CH:19]=1, predict the reactants needed to synthesize it. The reactants are: [NH:1]1[CH2:4][CH:3]([NH:5][C:6](=[O:12])[O:7][C:8]([CH3:11])([CH3:10])[CH3:9])[CH2:2]1.[Cl:13][C:14]1[N:15]=[N:16][C:17](Cl)=[CH:18][CH:19]=1.C(N(C(C)C)C(C)C)C. (3) Given the product [F:25][C:26]1[CH:27]=[C:28]([CH:36]=[CH:37][CH:38]=1)[C:29]([NH:31][N:32]([C:22](=[O:23])/[CH:21]=[CH:20]/[C:10]1[C:11]2[C:16](=[CH:15][C:14]([CH:17]([CH3:18])[CH3:19])=[CH:13][CH:12]=2)[N:8]([C:6]([O:5][C:1]([CH3:3])([CH3:2])[CH3:4])=[O:7])[CH:9]=1)[CH:33]([CH3:35])[CH3:34])=[O:30], predict the reactants needed to synthesize it. The reactants are: [C:1]([O:5][C:6]([N:8]1[C:16]2[C:11](=[CH:12][CH:13]=[C:14]([CH:17]([CH3:19])[CH3:18])[CH:15]=2)[C:10]([CH:20]=[CH:21][C:22](O)=[O:23])=[CH:9]1)=[O:7])([CH3:4])([CH3:3])[CH3:2].[F:25][C:26]1[CH:27]=[C:28]([CH:36]=[CH:37][CH:38]=1)[C:29]([NH:31][NH:32][CH:33]([CH3:35])[CH3:34])=[O:30].CN(C(ON1N=NC2C=CC=NC1=2)=[N+](C)C)C.F[P-](F)(F)(F)(F)F.C(N(CC)C(C)C)(C)C. (4) Given the product [C:21]([O:1][C:2]1([CH2:15][C:16]([O:18][CH2:19][CH3:20])=[O:17])[C:11]2[C:6](=[CH:7][CH:8]=[C:9]([Br:12])[CH:10]=2)[C:5]([CH3:13])([CH3:14])[CH2:4][CH2:3]1)(=[O:23])[CH3:22], predict the reactants needed to synthesize it. The reactants are: [OH:1][C:2]1([CH2:15][C:16]([O:18][CH2:19][CH3:20])=[O:17])[C:11]2[C:6](=[CH:7][CH:8]=[C:9]([Br:12])[CH:10]=2)[C:5]([CH3:14])([CH3:13])[CH2:4][CH2:3]1.[C:21](OC(=O)C)(=[O:23])[CH3:22]. (5) Given the product [CH3:1][O:2][C:3]([C:5]1[N:9]=[CH:8][N:7]([C:11]2[CH:18]=[CH:17][C:14]([C:15]#[N:16])=[CH:13][CH:12]=2)[N:6]=1)=[O:4], predict the reactants needed to synthesize it. The reactants are: [CH3:1][O:2][C:3]([C:5]1[N:9]=[CH:8][NH:7][N:6]=1)=[O:4].F[C:11]1[CH:18]=[CH:17][C:14]([C:15]#[N:16])=[CH:13][CH:12]=1. (6) Given the product [F:39][C:33]1[CH:34]=[C:35]([F:38])[CH:36]=[CH:37][C:32]=1[NH:31][C:29](=[O:30])[N:28]([CH2:27][CH2:26][C:22]1[CH:21]=[C:20]([CH:25]=[CH:24][CH:23]=1)[O:19][C:15]([CH3:18])([CH2:16][CH3:17])[C:14]([OH:47])=[O:13])[CH2:40][CH2:41][CH2:42][CH2:43][CH2:44][CH2:45][CH3:46], predict the reactants needed to synthesize it. The reactants are: C1C2C(=CC=CC=2)C=CC=1C([O:13][C:14](=[O:47])[C:15]([O:19][C:20]1[CH:25]=[CH:24][CH:23]=[C:22]([CH2:26][CH2:27][N:28]([CH2:40][CH2:41][CH2:42][CH2:43][CH2:44][CH2:45][CH3:46])[C:29]([NH:31][C:32]2[CH:37]=[CH:36][C:35]([F:38])=[CH:34][C:33]=2[F:39])=[O:30])[CH:21]=1)([CH3:18])[CH2:16][CH3:17])C. (7) Given the product [ClH:1].[Cl:1][C:2]1[CH:27]=[CH:26][C:5]([O:6][C:7]2[CH:12]=[CH:11][CH:10]=[CH:9][C:8]=2[NH:13][S:14]([C:17]2[CH:18]=[CH:19][C:20]([C:21]([NH:47][CH2:46][CH2:45][CH2:44][CH2:43][CH:40]3[CH2:39][CH2:38][NH:37][CH2:42][CH2:41]3)=[O:22])=[CH:24][CH:25]=2)(=[O:15])=[O:16])=[C:4]([O:28][CH3:29])[CH:3]=1, predict the reactants needed to synthesize it. The reactants are: [Cl:1][C:2]1[CH:27]=[CH:26][C:5]([O:6][C:7]2[CH:12]=[CH:11][CH:10]=[CH:9][C:8]=2[NH:13][S:14]([C:17]2[CH:25]=[CH:24][C:20]([C:21](O)=[O:22])=[CH:19][CH:18]=2)(=[O:16])=[O:15])=[C:4]([O:28][CH3:29])[CH:3]=1.C(OC([N:37]1[CH2:42][CH2:41][CH:40]([CH2:43][CH2:44][CH2:45][CH2:46][NH2:47])[CH2:39][CH2:38]1)=O)(C)(C)C. (8) Given the product [C:1]1([CH2:7][CH2:8][CH2:9][CH2:10][OH:14])[CH:6]=[CH:5][CH:4]=[CH:3][CH:2]=1, predict the reactants needed to synthesize it. The reactants are: [C:1]1([CH2:7][CH2:8][C:9](=O)[CH3:10])[CH:6]=[CH:5][CH:4]=[CH:3][CH:2]=1.C[Si](C)(C)[O:14][SiH](C)C.[F-].C([N+](CCCC)(CCCC)CCCC)CCC. (9) Given the product [CH3:1][C:2]1[C:6]([CH:7]=[O:8])=[CH:5][N:4]([C:9]2[CH:14]=[CH:13][N:12]=[C:11]([NH:15][C:16]3[CH:17]=[C:18]4[C:22](=[CH:23][CH:24]=3)[N:21]([CH3:25])[CH:20]=[CH:19]4)[N:10]=2)[N:3]=1, predict the reactants needed to synthesize it. The reactants are: [CH3:1][C:2]1[C:6]([CH2:7][OH:8])=[CH:5][N:4]([C:9]2[CH:14]=[CH:13][N:12]=[C:11]([NH:15][C:16]3[CH:17]=[C:18]4[C:22](=[CH:23][CH:24]=3)[N:21]([CH3:25])[CH:20]=[CH:19]4)[N:10]=2)[N:3]=1. (10) Given the product [CH3:28][CH2:24][CH2:25][CH2:26][N:17]([C:15]([O:16][C:2]1[CH:7]=[CH:6][CH:5]=[CH:4][CH:3]=1)=[O:14])[CH3:18], predict the reactants needed to synthesize it. The reactants are: F[C:2]1[CH:7]=[CH:6][C:5]([Mg]Br)=[CH:4][CH:3]=1.C([O:14][C:15]([N:17]1CC(=O)[CH2:18]1)=[O:16])(C)(C)C.O.Cl.[CH2:24]1[CH2:28]O[CH2:26][CH2:25]1.